This data is from Reaction yield outcomes from USPTO patents with 853,638 reactions. The task is: Predict the reaction yield, written as a fraction of the theoretical maximum amount of product (1.0 means a 100% yield; for example, 0.34 means a 34% yield). (1) The reactants are [H-].[Na+].CN(C=O)C.[N+:8]([C:11]1[CH:12]=[C:13]([OH:17])[CH:14]=[CH:15][CH:16]=1)([O-:10])=[O:9].Cl[C:19]1[CH:20]=[CH:21][N:22]2[C:27]([CH:28]=1)=[CH:26][CH:25]=[C:24]([C:29]([O:31][CH2:32][CH3:33])=[O:30])[C:23]2=[O:34]. The product is [N+:8]([C:11]1[CH:12]=[C:13]([CH:14]=[CH:15][CH:16]=1)[O:17][C:19]1[CH:20]=[CH:21][N:22]2[C:27]([CH:28]=1)=[CH:26][CH:25]=[C:24]([C:29]([O:31][CH2:32][CH3:33])=[O:30])[C:23]2=[O:34])([O-:10])=[O:9]. The catalyst is O.C(OCC)(=O)C. The yield is 0.670. (2) The reactants are [Cl:1][C:2]1[CH:3]=[C:4]2[C:9](=[CH:10][C:11]=1[O:12][C:13]1[CH:18]=[CH:17][C:16]([C:19](=[O:32])[NH:20][CH2:21][CH:22]([C:25]3[CH:30]=[CH:29][C:28]([Cl:31])=[CH:27][CH:26]=3)[O:23][CH3:24])=[CH:15][CH:14]=1)[O:8][CH2:7][CH2:6][CH:5]2[C:33]([O:35]CC)=[O:34].[OH-].[Na+]. The catalyst is C1COCC1.C(O)C. The product is [Cl:1][C:2]1[CH:3]=[C:4]2[C:9](=[CH:10][C:11]=1[O:12][C:13]1[CH:18]=[CH:17][C:16]([C:19](=[O:32])[NH:20][CH2:21][CH:22]([C:25]3[CH:26]=[CH:27][C:28]([Cl:31])=[CH:29][CH:30]=3)[O:23][CH3:24])=[CH:15][CH:14]=1)[O:8][CH2:7][CH2:6][CH:5]2[C:33]([OH:35])=[O:34]. The yield is 0.880. (3) The catalyst is O1CCOCC1.C1C=CC([P]([Pd]([P](C2C=CC=CC=2)(C2C=CC=CC=2)C2C=CC=CC=2)([P](C2C=CC=CC=2)(C2C=CC=CC=2)C2C=CC=CC=2)[P](C2C=CC=CC=2)(C2C=CC=CC=2)C2C=CC=CC=2)(C2C=CC=CC=2)C2C=CC=CC=2)=CC=1. The product is [CH3:27][C:26]1[CH:25]=[C:24]([CH3:28])[NH:23][C:22](=[O:29])[C:21]=1[CH2:20][NH:19][C:17]([C:4]1[C:5]2[CH:10]=[N:9][N:8]([CH:11]3[CH2:16][CH2:15][O:14][CH2:13][CH2:12]3)[C:6]=2[N:7]=[C:2]([C:35]2[CH2:34][C:33]([CH3:47])([CH3:46])[NH:32][C:31]([CH3:48])([CH3:30])[CH:36]=2)[CH:3]=1)=[O:18]. The reactants are Br[C:2]1[CH:3]=[C:4]([C:17]([NH:19][CH2:20][C:21]2[C:22](=[O:29])[NH:23][C:24]([CH3:28])=[CH:25][C:26]=2[CH3:27])=[O:18])[C:5]2[CH:10]=[N:9][N:8]([CH:11]3[CH2:16][CH2:15][O:14][CH2:13][CH2:12]3)[C:6]=2[N:7]=1.[CH3:30][C:31]1([CH3:48])[CH2:36][C:35](B2OC(C)(C)C(C)(C)O2)=[CH:34][C:33]([CH3:47])([CH3:46])[NH:32]1.C([O-])([O-])=O.[Na+].[Na+].CCOC(C)=O. The yield is 0.140. (4) The reactants are [C:1]([O:5][C:6]([N:8]1[C:17]2[C:12](=[CH:13][CH:14]=[C:15]([CH2:18][CH2:19][O:20][C:21]3[CH:22]=[C:23]4[C:27](=[CH:28][CH:29]=3)[NH:26][CH:25]=[CH:24]4)[N:16]=2)[CH2:11][CH2:10][CH2:9]1)=[O:7])([CH3:4])([CH3:3])[CH3:2].[CH2:30]([O:32][C:33](=[O:49])[CH:34]=[C:35]([C:37]1[CH:42]=[CH:41][C:40]([C:43]2[CH:48]=[CH:47][CH:46]=[CH:45][CH:44]=2)=[CH:39][CH:38]=1)Cl)[CH3:31]. No catalyst specified. The product is [C:1]([O:5][C:6]([N:8]1[C:17]2[C:12](=[CH:13][CH:14]=[C:15]([CH2:18][CH2:19][O:20][C:21]3[CH:22]=[C:23]4[C:27](=[CH:28][CH:29]=3)[N:26]([C:35]([C:37]3[CH:38]=[CH:39][C:40]([C:43]5[CH:48]=[CH:47][CH:46]=[CH:45][CH:44]=5)=[CH:41][CH:42]=3)=[CH:34][C:33]([O:32][CH2:30][CH3:31])=[O:49])[CH:25]=[CH:24]4)[N:16]=2)[CH2:11][CH2:10][CH2:9]1)=[O:7])([CH3:4])([CH3:2])[CH3:3]. The yield is 0.0800. (5) The reactants are [NH2:1][CH:2]([CH2:15][C:16]1[CH:21]=[CH:20][C:19]([F:22])=[CH:18][CH:17]=1)[CH:3]([C:5]1[CH:10]=[CH:9][C:8]([C:11]([F:14])([F:13])[F:12])=[CH:7][CH:6]=1)[OH:4].[CH:23]1([C:29](Cl)=[O:30])[CH2:28][CH2:27][CH2:26][CH2:25][CH2:24]1.C(=O)([O-])O.[Na+]. The catalyst is C(OCC)(=O)C.O. The product is [F:22][C:19]1[CH:18]=[CH:17][C:16]([CH2:15][CH:2]([NH:1][C:29]([CH:23]2[CH2:28][CH2:27][CH2:26][CH2:25][CH2:24]2)=[O:30])[CH:3]([OH:4])[C:5]2[CH:10]=[CH:9][C:8]([C:11]([F:12])([F:13])[F:14])=[CH:7][CH:6]=2)=[CH:21][CH:20]=1. The yield is 0.900. (6) The reactants are Cl[C:2]1[N:7]=[CH:6][C:5]([Br:8])=[CH:4][N:3]=1.[F:9][C:10]([F:19])([F:18])[C:11]1[CH:12]=[C:13]([CH:15]=[CH:16][CH:17]=1)[NH2:14].C(OC1C=CC(C=O)=CC=1)C1C=CC=CC=1. The catalyst is C(O)CCC. The product is [F:9][C:10]([F:18])([F:19])[C:11]1[CH:12]=[C:13]([NH:14][C:2]2[N:7]=[CH:6][C:5]([Br:8])=[CH:4][N:3]=2)[CH:15]=[CH:16][CH:17]=1. The yield is 0.950.